This data is from Reaction yield outcomes from USPTO patents with 853,638 reactions. The task is: Predict the reaction yield, written as a fraction of the theoretical maximum amount of product (1.0 means a 100% yield; for example, 0.34 means a 34% yield). (1) The reactants are [O:1]=[C:2]1[C:10](=[C:11]2[C:19]3[C:14](=[CH:15][CH:16]=[CH:17][CH:18]=3)[CH:13]([CH2:20][CH2:21]OS(C)(=O)=O)[O:12]2)[C:9]2[C:4](=[CH:5][CH:6]=[CH:7][CH:8]=2)[NH:3]1.[NH:27]1[CH2:31][CH2:30][CH2:29][CH2:28]1. The catalyst is O1CCOCC1. The product is [N:27]1([CH2:21][CH2:20][CH:13]2[C:14]3[C:19](=[CH:18][CH:17]=[CH:16][CH:15]=3)[C:11](=[C:10]3[C:9]4[C:4](=[CH:5][CH:6]=[CH:7][CH:8]=4)[NH:3][C:2]3=[O:1])[O:12]2)[CH2:31][CH2:30][CH2:29][CH2:28]1. The yield is 0.540. (2) The reactants are [CH2:1]([C:5]1[C:10]([CH3:11])=[C:9](Cl)[N:8]=[C:7]([NH2:13])[N:6]=1)[CH2:2][CH2:3][CH3:4].[CH2:14]([NH2:19])[CH2:15][CH2:16][CH2:17][CH3:18]. No catalyst specified. The yield is 0.427. The product is [NH2:13][C:7]1[N:8]=[C:9]([NH:19][CH2:14][CH2:15][CH2:16][CH2:17][CH3:18])[C:10]([CH3:11])=[C:5]([CH2:1][CH2:2][CH2:3][CH3:4])[N:6]=1. (3) The reactants are [Br:1][C:2]1[CH:3]=[C:4]2[C:9](=[CH:10][CH:11]=1)[N:8]=[CH:7][C:6]([N:12]1[CH2:17][CH2:16][NH:15][CH2:14][CH2:13]1)=[C:5]2[Cl:18].C(N(CC)CC)C.[C:26](Cl)(=[O:28])[CH3:27]. The catalyst is ClCCl. The product is [Br:1][C:2]1[CH:3]=[C:4]2[C:9](=[CH:10][CH:11]=1)[N:8]=[CH:7][C:6]([N:12]1[CH2:13][CH2:14][N:15]([C:26](=[O:28])[CH3:27])[CH2:16][CH2:17]1)=[C:5]2[Cl:18]. The yield is 0.390. (4) No catalyst specified. The reactants are [CH3:1][NH2:2].[C:3](O)(=O)[CH3:4].[CH2:7]1[CH2:11]O[CH2:9][CH2:8]1. The yield is 0.877. The product is [CH2:9]([N:2]1[CH2:4][CH2:3][CH:3]([CH3:4])[CH:9]([NH:2][CH3:1])[CH2:1]1)[C:8]1[CH:11]=[CH:7][CH:8]=[CH:11][CH:7]=1. (5) The reactants are [C:1]([O:5][C:6]([NH:8][C:9]([CH3:14])([CH3:13])[C:10]([OH:12])=O)=[O:7])([CH3:4])([CH3:3])[CH3:2].CN(C(ON1N=NC2C=CC=NC1=2)=[N+](C)C)C.F[P-](F)(F)(F)(F)F.Cl.[CH3:40][C@H:41]1[CH2:46][O:45][CH2:44][CH2:43][N:42]1[C:47]1[N:48]=[C:49]([C:62]2[CH:63]=[N:64][C:65]([NH2:68])=[N:66][CH:67]=2)[C:50]2[CH2:55][CH2:54][N:53]([C@@:56]3([CH3:61])[CH2:60][CH2:59][NH:58][CH2:57]3)[C:51]=2[N:52]=1.O. The catalyst is CN(C=O)C. The product is [NH2:68][C:65]1[N:66]=[CH:67][C:62]([C:49]2[C:50]3[CH2:55][CH2:54][N:53]([C@@:56]4([CH3:61])[CH2:60][CH2:59][N:58]([C:10](=[O:12])[C:9]([NH:8][C:6](=[O:7])[O:5][C:1]([CH3:2])([CH3:3])[CH3:4])([CH3:14])[CH3:13])[CH2:57]4)[C:51]=3[N:52]=[C:47]([N:42]3[CH2:43][CH2:44][O:45][CH2:46][C@@H:41]3[CH3:40])[N:48]=2)=[CH:63][N:64]=1. The yield is 0.780. (6) The reactants are [CH2:1]([O:3][C:4](=[O:14])[CH:5]([O:9][CH2:10][C:11]([CH3:13])=[CH2:12])[CH2:6]C=C)[CH3:2]. The catalyst is C(Cl)Cl. The product is [CH2:1]([O:3][C:4]([CH:5]1[CH2:6][CH:13]=[C:11]([CH3:12])[CH2:10][O:9]1)=[O:14])[CH3:2]. The yield is 0.920. (7) The reactants are Cl[C:2]1[C:11]2[C:6](=[CH:7][CH:8]=[CH:9][CH:10]=2)[N:5]=[CH:4][C:3]=1[F:12].O.[C:14](=[O:17])([O-])[O-].[K+].[K+].B1(C=C)OB([CH:26]=[CH2:27])OB(C=C)O1.C1C=CN=CC=1. The yield is 0.800. The catalyst is COCCOC.C1C=CC([P]([Pd]([P](C2C=CC=CC=2)(C2C=CC=CC=2)C2C=CC=CC=2)([P](C2C=CC=CC=2)(C2C=CC=CC=2)C2C=CC=CC=2)[P](C2C=CC=CC=2)(C2C=CC=CC=2)C2C=CC=CC=2)(C2C=CC=CC=2)C2C=CC=CC=2)=CC=1.CCOCC. The product is [F:12][C:3]1[CH:4]=[N:5][C:6]2[C:11]([C:2]=1[CH:26]=[CH2:27])=[CH:10][C:9]([O:17][CH3:14])=[CH:8][CH:7]=2.